From a dataset of Forward reaction prediction with 1.9M reactions from USPTO patents (1976-2016). Predict the product of the given reaction. (1) Given the reactants [CH3:1][N:2]([CH2:4][C:5]1[CH:10]=[CH:9][C:8]([C:11]2[CH:16]=[CH:15][CH:14]=[C:13]([N:17]3[C:22]4[N:23]=[CH:24][C:25]([F:27])=[CH:26][C:21]=4[C:20](=[O:28])[N:19]([C@@H:29]4[CH2:34][CH2:33][C@H:32]([NH:35][C:36]([C:38]5[N:39]=[C:40]6[CH:45]=[CH:44][C:43]([F:46])=[CH:42][N:41]6[CH:47]=5)=[O:37])[CH2:31][CH2:30]4)[C:18]3=[O:48])[CH:12]=2)=[CH:7][CH:6]=1)[CH3:3].[I:49][CH3:50], predict the reaction product. The product is: [I-:49].[F:27][C:25]1[CH:24]=[N:23][C:22]2[N:17]([C:13]3[CH:12]=[C:11]([C:8]4[CH:9]=[CH:10][C:5]([CH2:4][N+:2]([CH3:50])([CH3:1])[CH3:3])=[CH:6][CH:7]=4)[CH:16]=[CH:15][CH:14]=3)[C:18](=[O:48])[N:19]([C@H:29]3[CH2:30][CH2:31][C@@H:32]([NH:35][C:36]([C:38]4[N:39]=[C:40]5[CH:45]=[CH:44][C:43]([F:46])=[CH:42][N:41]5[CH:47]=4)=[O:37])[CH2:33][CH2:34]3)[C:20](=[O:28])[C:21]=2[CH:26]=1. (2) Given the reactants [CH3:1][C:2]([C:8]1[CH:13]=[CH:12][C:11]([C:14]([F:17])([F:16])[F:15])=[CH:10][CH:9]=1)([CH3:7])[C:3]([O:5]C)=[O:4].[OH-].[K+], predict the reaction product. The product is: [CH3:7][C:2]([C:8]1[CH:13]=[CH:12][C:11]([C:14]([F:15])([F:17])[F:16])=[CH:10][CH:9]=1)([CH3:1])[C:3]([OH:5])=[O:4]. (3) Given the reactants O[CH:2]([C:13]1[N:14]([CH3:24])[N:15]=[N:16][C:17]=1[C:18]1[CH:23]=[CH:22][CH:21]=[CH:20][N:19]=1)[CH2:3][C:4]1[S:5][C:6]([C:10]([OH:12])=[O:11])=[C:7]([CH3:9])[N:8]=1.S(=O)(=O)(O)O.[OH-].[Na+], predict the reaction product. The product is: [CH3:9][C:7]1[N:8]=[C:4](/[CH:3]=[CH:2]/[C:13]2[N:14]([CH3:24])[N:15]=[N:16][C:17]=2[C:18]2[CH:23]=[CH:22][CH:21]=[CH:20][N:19]=2)[S:5][C:6]=1[C:10]([OH:12])=[O:11]. (4) Given the reactants [Cl:1][C:2]1[C:7]([C:8]([NH:10][C:11]2[CH:12]=[C:13]3[C:19]([O:20][CH3:21])=[N:18][NH:17][C:14]3=[N:15][CH:16]=2)=[O:9])=[C:6]([F:22])[C:5]([NH:23][S:24]([CH2:27][CH2:28][CH2:29][O:30]C2C=CC(OC)=CC=2)(=[O:26])=[O:25])=[CH:4][CH:3]=1, predict the reaction product. The product is: [Cl:1][C:2]1[C:7]([C:8]([NH:10][C:11]2[CH:12]=[C:13]3[C:19]([O:20][CH3:21])=[N:18][NH:17][C:14]3=[N:15][CH:16]=2)=[O:9])=[C:6]([F:22])[C:5]([NH:23][S:24]([CH2:27][CH2:28][CH2:29][OH:30])(=[O:26])=[O:25])=[CH:4][CH:3]=1. (5) Given the reactants [CH2:1]([N:8]1[C:13](=[O:14])[C:12]([CH3:15])=[C:11]([SH:16])[NH:10][C:9]1=[O:17])[C:2]1[CH:7]=[CH:6][CH:5]=[CH:4][CH:3]=1.[C:18]1([C:24]2[CH:31]=[CH:30][C:27]([CH2:28]Br)=[CH:26][CH:25]=2)[CH:23]=[CH:22][CH:21]=[CH:20][CH:19]=1, predict the reaction product. The product is: [CH2:1]([N:8]1[C:13](=[O:14])[C:12]([CH3:15])=[C:11]([S:16][CH2:28][C:27]2[CH:30]=[CH:31][C:24]([C:18]3[CH:19]=[CH:20][CH:21]=[CH:22][CH:23]=3)=[CH:25][CH:26]=2)[NH:10][C:9]1=[O:17])[C:2]1[CH:7]=[CH:6][CH:5]=[CH:4][CH:3]=1. (6) Given the reactants [CH:1]1[C:6]([CH:7]=O)=[CH:5][CH:4]=[C:3]([CH:9]=O)[CH:2]=1.[C:11]([CH2:13][CH2:14][NH:15][NH2:16])#[N:12], predict the reaction product. The product is: [C:11]([CH2:13][CH2:14][NH:15][N:16]=[CH:9][C:3]1[CH:4]=[CH:5][C:6]([CH:7]=[N:16][NH:15][CH2:14][CH2:13][C:11]#[N:12])=[CH:1][CH:2]=1)#[N:12]. (7) Given the reactants [Cl:1][C:2]1[CH:10]=[CH:9][C:5]([C:6](Cl)=[O:7])=[CH:4][C:3]=1[S:11](=[O:14])(=[O:13])[NH2:12].[Cl-].C([Al+]CC)C.[C:21]1([N:27]2[CH2:32][CH2:31][CH2:30][CH2:29][CH2:28]2)[CH:26]=[CH:25][CH:24]=[CH:23][CH:22]=1, predict the reaction product. The product is: [Cl:1][C:2]1[CH:10]=[CH:9][C:5]([C:6](=[O:7])[C:24]2[CH:23]=[CH:22][C:21]([N:27]3[CH2:28][CH2:29][CH2:30][CH2:31][CH2:32]3)=[CH:26][CH:25]=2)=[CH:4][C:3]=1[S:11]([NH2:12])(=[O:14])=[O:13]. (8) Given the reactants [OH:1][CH2:2][C:3]1[C:4]([CH3:26])=[C:5]([C:9]2[N:13]=[C:12]([C:14]3[CH:15]=[CH:16][C:17]([O:22][CH:23]([CH3:25])[CH3:24])=[C:18]([CH:21]=3)[C:19]#[N:20])[O:11][N:10]=2)[CH:6]=[CH:7][CH:8]=1.CC(OI1(OC(C)=O)(OC(C)=O)OC(=O)C2C=CC=CC1=2)=O, predict the reaction product. The product is: [CH:2]([C:3]1[C:4]([CH3:26])=[C:5]([C:9]2[N:13]=[C:12]([C:14]3[CH:15]=[CH:16][C:17]([O:22][CH:23]([CH3:24])[CH3:25])=[C:18]([CH:21]=3)[C:19]#[N:20])[O:11][N:10]=2)[CH:6]=[CH:7][CH:8]=1)=[O:1].